The task is: Predict the reactants needed to synthesize the given product.. This data is from Full USPTO retrosynthesis dataset with 1.9M reactions from patents (1976-2016). (1) Given the product [F:28][C:25]1[CH:24]=[CH:23][C:22]([CH2:21][N:18]2[C:15]3[CH:16]=[C:42]([C:44]([O:46][CH3:50])=[O:45])[N:41]=[CH:13][C:14]=3[N:20]=[CH:19]2)=[CH:27][CH:26]=1, predict the reactants needed to synthesize it. The reactants are: C(ONC(C1N=[CH:16][C:15]2[N:18]([CH2:21][C:22]3[CH:27]=[CH:26][C:25]([F:28])=[CH:24][CH:23]=3)[CH:19]=[N:20][C:14]=2[CH:13]=1)=O)C1C=CC=CC=1.FC1C=CC(CN2C3C=[N:41][C:42]([C:44]([OH:46])=[O:45])=CC=3N=C2)=CC=1.Cl.[CH2:50](ON)C1C=CC=CC=1. (2) Given the product [Cl:22][C:19]1[CH:20]=[CH:21][C:16]([C:13]2[CH:14]=[CH:15][C:10]([C:9]#[C:8][C:5]3[CH:6]=[CH:7][C:2]([C:25]#[C:24][CH2:23][OH:26])=[CH:3][CH:4]=3)=[N:11][CH:12]=2)=[CH:17][CH:18]=1, predict the reactants needed to synthesize it. The reactants are: I[C:2]1[CH:7]=[CH:6][C:5]([C:8]#[C:9][C:10]2[CH:15]=[CH:14][C:13]([C:16]3[CH:21]=[CH:20][C:19]([Cl:22])=[CH:18][CH:17]=3)=[CH:12][N:11]=2)=[CH:4][CH:3]=1.[CH2:23]([OH:26])[C:24]#[CH:25].C(N(CC)CC)C. (3) Given the product [CH3:17][C:4]1[CH:5]=[C:6]([N:9]2[C:13]([CH3:14])=[C:12]([CH3:15])[C:11]([CH3:16])=[N:10]2)[CH:7]=[CH:8][C:3]=1[OH:2], predict the reactants needed to synthesize it. The reactants are: C[O:2][C:3]1[CH:8]=[CH:7][C:6]([N:9]2[C:13]([CH3:14])=[C:12]([CH3:15])[C:11]([CH3:16])=[N:10]2)=[CH:5][C:4]=1[CH3:17].Br. (4) Given the product [F:6][C:7]1[CH:8]=[C:9]2[C:15]([C:16]3[N:17]=[N:18][C:19]4[C:23]([CH3:29])([CH3:28])[C:24](=[O:26])[NH:39][C:20]=4[N:21]=3)=[N:14][N:13]([CH2:30][CH2:31][C:32]([F:38])([F:37])[C:33]([F:34])([F:36])[F:35])[C:10]2=[N:11][CH:12]=1, predict the reactants needed to synthesize it. The reactants are: P(Cl)(Cl)(Cl)=O.[F:6][C:7]1[CH:8]=[C:9]2[C:15]([C:16]3[N:17]=[N:18][C:19]([C:23]([CH3:29])([CH3:28])[C:24]([O:26]C)=O)=[C:20](O)[N:21]=3)=[N:14][N:13]([CH2:30][CH2:31][C:32]([F:38])([F:37])[C:33]([F:36])([F:35])[F:34])[C:10]2=[N:11][CH:12]=1.[NH3:39]. (5) Given the product [CH3:42][O:41][C:39](=[O:40])[CH2:38][S:37][C:2]1[CH:3]=[C:4]([O:29][C:30]2[C:31]([CH3:36])=[N:32][CH:33]=[CH:34][CH:35]=2)[C:5]([NH:8][C:9]2[S:13][N:12]=[C:11]([CH:14]3[CH2:20][CH:19]4[N:21]([C:22]([O:24][C:25]([CH3:28])([CH3:27])[CH3:26])=[O:23])[CH:16]([CH2:17][CH2:18]4)[CH2:15]3)[N:10]=2)=[N:6][CH:7]=1, predict the reactants needed to synthesize it. The reactants are: Br[C:2]1[CH:3]=[C:4]([O:29][C:30]2[C:31]([CH3:36])=[N:32][CH:33]=[CH:34][CH:35]=2)[C:5]([NH:8][C:9]2[S:13][N:12]=[C:11]([CH:14]3[CH2:20][CH:19]4[N:21]([C:22]([O:24][C:25]([CH3:28])([CH3:27])[CH3:26])=[O:23])[CH:16]([CH2:17][CH2:18]4)[CH2:15]3)[N:10]=2)=[N:6][CH:7]=1.[SH:37][CH2:38][C:39]([O:41][CH3:42])=[O:40]. (6) Given the product [CH2:1]([O:5][CH2:6][CH2:7][O:8][C:9]1[CH:10]=[CH:11][C:12]([C:15]2[CH:16]=[CH:17][C:18]3[N:24]([CH2:25][CH:26]([CH3:27])[CH3:28])[CH2:23][CH2:22][C:21]([C:29]([NH:31][C:32]4[CH:33]=[CH:34][C:35]([S:38]([CH2:39][C:40]5[CH:41]=[N:42][CH:43]=[CH:44][CH:45]=5)=[O:55])=[CH:36][CH:37]=4)=[O:30])=[CH:20][C:19]=3[CH:46]=2)=[CH:13][CH:14]=1)[CH2:2][CH2:3][CH3:4], predict the reactants needed to synthesize it. The reactants are: [CH2:1]([O:5][CH2:6][CH2:7][O:8][C:9]1[CH:14]=[CH:13][C:12]([C:15]2[CH:16]=[CH:17][C:18]3[N:24]([CH2:25][CH:26]([CH3:28])[CH3:27])[CH2:23][CH2:22][C:21]([C:29]([NH:31][C:32]4[CH:37]=[CH:36][C:35]([S:38][CH2:39][C:40]5[CH:41]=[N:42][CH:43]=[CH:44][CH:45]=5)=[CH:34][CH:33]=4)=[O:30])=[CH:20][C:19]=3[CH:46]=2)=[CH:11][CH:10]=1)[CH2:2][CH2:3][CH3:4].ClC1C=CC=C(C(OO)=[O:55])C=1.S([O-])([O-])(=O)=S.[Na+].[Na+]. (7) Given the product [C:12]1([NH:11][CH:25]=[N:24][C:18]2[CH:23]=[CH:22][CH:21]=[CH:20][CH:19]=2)[CH:17]=[CH:16][CH:15]=[CH:14][CH:13]=1, predict the reactants needed to synthesize it. The reactants are: C(OCC)(OCC)OCC.[NH2:11][C:12]1[CH:17]=[CH:16][CH:15]=[CH:14][CH:13]=1.[C:18]1([N:24]=[CH:25]OCC)[CH:23]=[CH:22][CH:21]=[CH:20][CH:19]=1.